Predict which catalyst facilitates the given reaction. From a dataset of Catalyst prediction with 721,799 reactions and 888 catalyst types from USPTO. (1) Reactant: Cl.[N+:2]([C:5]1[CH:10]=[CH:9][C:8]([CH2:11][CH2:12][NH2:13])=[CH:7][CH:6]=1)([O-:4])=[O:3].[CH2:14]([N:18]1[C:23](Cl)=[CH:22][C:21](=[O:25])[N:20]([CH2:26][C:27]2[CH:32]=[CH:31][CH:30]=[CH:29][C:28]=2[F:33])[C:19]1=[O:34])[CH2:15][CH2:16][CH3:17].C(N(CC)CC)C.O. Product: [CH2:14]([N:18]1[C:23]([NH:13][CH2:12][CH2:11][C:8]2[CH:7]=[CH:6][C:5]([N+:2]([O-:4])=[O:3])=[CH:10][CH:9]=2)=[CH:22][C:21](=[O:25])[N:20]([CH2:26][C:27]2[CH:32]=[CH:31][CH:30]=[CH:29][C:28]=2[F:33])[C:19]1=[O:34])[CH2:15][CH2:16][CH3:17]. The catalyst class is: 60. (2) Reactant: Br[CH2:2][CH2:3][N:4]1[C:8]([CH2:9]Br)=[CH:7][C:6]([N+:11]([O-:13])=[O:12])=[N:5]1.[O:14]1[CH2:17][CH:16]([NH2:18])[CH2:15]1.C(N(C(C)C)CC)(C)C. Product: [N+:11]([C:6]1[CH:7]=[C:8]2[CH2:9][N:18]([CH:16]3[CH2:17][O:14][CH2:15]3)[CH2:2][CH2:3][N:4]2[N:5]=1)([O-:13])=[O:12]. The catalyst class is: 10. (3) The catalyst class is: 18. Reactant: [Cl:1][C:2]1[CH:26]=[CH:25][C:5]([CH2:6][C:7]2[C:16]([OH:17])=[CH:15][CH:14]=[C:13]3[C:8]=2[C:9](=[O:24])[N:10]([CH2:20][CH2:21][CH2:22][OH:23])[C:11](=[O:19])[N:12]3[CH3:18])=[CH:4][CH:3]=1.I[CH2:28][CH3:29].C([O-])([O-])=O.[K+].[K+]. Product: [Cl:1][C:2]1[CH:3]=[CH:4][C:5]([CH2:6][C:7]2[C:16]([O:17][CH2:28][CH3:29])=[CH:15][CH:14]=[C:13]3[C:8]=2[C:9](=[O:24])[N:10]([CH2:20][CH2:21][CH2:22][OH:23])[C:11](=[O:19])[N:12]3[CH3:18])=[CH:25][CH:26]=1. (4) Reactant: [C:1]([O:7][CH2:8][CH3:9])(=[O:6])[CH2:2][C:3]([O-:5])=O.[Li]CCCC.[Cl:15][C:16]1[CH:24]=[CH:23][C:19](C(Cl)=O)=[CH:18][N:17]=1. Product: [CH2:8]([O:7][C:1](=[O:6])[CH2:2][C:3]([C:19]1[CH:18]=[N:17][C:16]([Cl:15])=[CH:24][CH:23]=1)=[O:5])[CH3:9]. The catalyst class is: 1. (5) Reactant: [NH2:1][C:2]1[C:3]2[N:4]([C:9]([C@@H:31]3[CH2:36][CH2:35][CH2:34][N:33]([C:37]([C:39]4([CH3:43])[CH2:42][O:41][CH2:40]4)=[O:38])[CH2:32]3)=[N:10][C:11]=2[C:12]2[CH:30]=[CH:29][C:15]([C:16]([NH:18][C:19]3[CH:24]=[C:23]([C:25]([F:28])([F:27])[F:26])[CH:22]=[CH:21][N:20]=3)=[O:17])=[CH:14][CH:13]=2)[C:5](Cl)=[CH:6][N:7]=1.[CH:44](B1OC(C)(C)C(C)(C)O1)=[CH2:45].C([O-])([O-])=O.[K+].[K+]. Product: [NH2:1][C:2]1[C:3]2[N:4]([C:9]([C@@H:31]3[CH2:36][CH2:35][CH2:34][N:33]([C:37]([C:39]4([CH3:43])[CH2:42][O:41][CH2:40]4)=[O:38])[CH2:32]3)=[N:10][C:11]=2[C:12]2[CH:30]=[CH:29][C:15]([C:16]([NH:18][C:19]3[CH:24]=[C:23]([C:25]([F:28])([F:27])[F:26])[CH:22]=[CH:21][N:20]=3)=[O:17])=[CH:14][CH:13]=2)[C:5]([CH:44]=[CH2:45])=[CH:6][N:7]=1. The catalyst class is: 117.